This data is from Catalyst prediction with 721,799 reactions and 888 catalyst types from USPTO. The task is: Predict which catalyst facilitates the given reaction. (1) Reactant: [Cl:1][C:2]1[CH:9]=[CH:8][C:7]([CH2:10][S:11][C:12]2[N:13]([C:29]3[CH:34]=[CH:33][C:32]([F:35])=[CH:31][CH:30]=3)[C:14]([C:17]([C:20]3[CH:25]=[CH:24][C:23]([O:26][CH3:27])=[C:22]([Cl:28])[CH:21]=3)([CH3:19])[CH3:18])=[CH:15][N:16]=2)=[CH:6][C:3]=1[C:4]#[N:5].[N-:36]=[N+:37]=[N-:38].[Na+].[NH4+].[Cl-]. Product: [Cl:1][C:2]1[CH:9]=[CH:8][C:7]([CH2:10][S:11][C:12]2[N:13]([C:29]3[CH:30]=[CH:31][C:32]([F:35])=[CH:33][CH:34]=3)[C:14]([C:17]([C:20]3[CH:25]=[CH:24][C:23]([O:26][CH3:27])=[C:22]([Cl:28])[CH:21]=3)([CH3:18])[CH3:19])=[CH:15][N:16]=2)=[CH:6][C:3]=1[C:4]1[NH:38][N:37]=[N:36][N:5]=1. The catalyst class is: 3. (2) Reactant: [CH:1]1([CH2:4][NH2:5])[CH2:3][CH2:2]1.[CH:6]1([NH:9][C:10]([C:12]2[CH:13]=[C:14]([F:36])[C:15]([CH3:35])=[C:16]([C:18]3[CH:23]=[CH:22][C:21]([C:24](O)=[O:25])=[CH:20][C:19]=3[C:27]([NH:29][C:30]3[S:31][CH:32]=[CH:33][N:34]=3)=[O:28])[CH:17]=2)=[O:11])[CH2:8][CH2:7]1.Cl.CN(C)CCCN=C=NCC.CCOC(C)=O. Product: [CH:6]1([NH:9][C:10]([C:12]2[CH:17]=[C:16]([C:18]3[C:19]([C:27]([NH:29][C:30]4[S:31][CH:32]=[CH:33][N:34]=4)=[O:28])=[CH:20][C:21]([C:24]([NH:5][CH2:4][CH:1]4[CH2:3][CH2:2]4)=[O:25])=[CH:22][CH:23]=3)[C:15]([CH3:35])=[C:14]([F:36])[CH:13]=2)=[O:11])[CH2:8][CH2:7]1. The catalyst class is: 119. (3) Reactant: Br[C:2]1[CH:11]=[CH:10][C:9]([C:12]2[S:13][CH:14]=[C:15]([C:17]3[CH:22]=[CH:21][C:20]([Cl:23])=[C:19]([Cl:24])[CH:18]=3)[N:16]=2)=[CH:8][C:3]=1[C:4]([O:6]C)=[O:5].O1CCOCC1.C([O-])([O-])=O.[K+].[K+].[C:37]1(B(O)O)[CH:42]=[CH:41][CH:40]=[CH:39][CH:38]=1. Product: [Cl:24][C:19]1[CH:18]=[C:17]([C:15]2[N:16]=[C:12]([C:9]3[CH:8]=[C:3]([C:4]([OH:6])=[O:5])[C:2]([C:37]4[CH:42]=[CH:41][CH:40]=[CH:39][CH:38]=4)=[CH:11][CH:10]=3)[S:13][CH:14]=2)[CH:22]=[CH:21][C:20]=1[Cl:23]. The catalyst class is: 532. (4) Reactant: [F:1][C:2]1[CH:10]=[CH:9][CH:8]=[C:7]2[C:3]=1[CH:4]=[C:5]([C:11]1[C:12](=[O:44])[N:13]([CH3:43])[CH:14]=[C:15]([C:17]3[C:18]([N:37]([CH3:42])[S:38]([CH3:41])(=[O:40])=[O:39])=[CH:19][C:20]4[O:24][C:23]([C:25]5[CH:30]=[CH:29][C:28]([F:31])=[CH:27][CH:26]=5)=[C:22]([C:32]([NH:34][CH3:35])=[O:33])[C:21]=4[CH:36]=3)[N:16]=1)[NH:6]2.CI.[C:47]([O-])([O-])=O.[Cs+].[Cs+]. Product: [F:1][C:2]1[CH:10]=[CH:9][CH:8]=[C:7]2[C:3]=1[CH:4]=[C:5]([C:11]1[C:12](=[O:44])[N:13]([CH3:43])[CH:14]=[C:15]([C:17]3[C:18]([N:37]([CH3:42])[S:38]([CH3:41])(=[O:40])=[O:39])=[CH:19][C:20]4[O:24][C:23]([C:25]5[CH:26]=[CH:27][C:28]([F:31])=[CH:29][CH:30]=5)=[C:22]([C:32]([NH:34][CH3:35])=[O:33])[C:21]=4[CH:36]=3)[N:16]=1)[N:6]2[CH3:47]. The catalyst class is: 3. (5) Reactant: [Cl:1][C:2]1[CH:7]=[CH:6][CH:5]=[C:4]([Cl:8])[C:3]=1[C:9]1[NH:10][C:11]2[CH:17]=[C:16]([C:18]#[N:19])[CH:15]=[CH:14][C:12]=2[N:13]=1.Cl.[NH2:21][OH:22].CCN(CC)CC. Product: [Cl:8][C:4]1[CH:5]=[CH:6][CH:7]=[C:2]([Cl:1])[C:3]=1[C:9]1[NH:10][C:11]2[CH:17]=[C:16]([C:18]([NH:21][OH:22])=[NH:19])[CH:15]=[CH:14][C:12]=2[N:13]=1. The catalyst class is: 14. (6) Reactant: [O:1]1[CH2:6][CH2:5][N:4]([CH2:7][C:8]2[N:13]=[CH:12][C:11]([NH:14]C(=O)OC(C)(C)C)=[CH:10][CH:9]=2)[CH2:3][CH2:2]1.C(O)(C(F)(F)F)=O. Product: [O:1]1[CH2:6][CH2:5][N:4]([CH2:7][C:8]2[N:13]=[CH:12][C:11]([NH2:14])=[CH:10][CH:9]=2)[CH2:3][CH2:2]1. The catalyst class is: 2. (7) The catalyst class is: 3. Reactant: [Br:1][C:2]1[CH:3]=[C:4]2[C:10]([S:11][C:12]3[CH:17]=[CH:16][CH:15]=[CH:14][CH:13]=3)=[CH:9][NH:8][C:5]2=[N:6][CH:7]=1.C1C=C(Cl)C=C(C(OO)=[O:26])C=1.C([O-])(O)=O.[Na+].[OH2:34]. Product: [Br:1][C:2]1[CH:3]=[C:4]2[C:10]([S:11]([C:12]3[CH:17]=[CH:16][CH:15]=[CH:14][CH:13]=3)(=[O:26])=[O:34])=[CH:9][NH:8][C:5]2=[N:6][CH:7]=1.